This data is from Reaction yield outcomes from USPTO patents with 853,638 reactions. The task is: Predict the reaction yield, written as a fraction of the theoretical maximum amount of product (1.0 means a 100% yield; for example, 0.34 means a 34% yield). (1) The reactants are Cl[C:2]1[N:7]=[N:6][C:5]([O:8][C:9]2[CH:14]=[CH:13][CH:12]=[CH:11][C:10]=2[CH3:15])=[C:4]([O:16][CH3:17])[CH:3]=1.[CH2:18]([O:20][C:21]([Sn](CCCC)(CCCC)CCCC)=[CH2:22])[CH3:19].C(OCC)(=O)C.[F-].[Na+]. The catalyst is C1(C)C=CC=CC=1.C1C=CC([P]([Pd]([P](C2C=CC=CC=2)(C2C=CC=CC=2)C2C=CC=CC=2)([P](C2C=CC=CC=2)(C2C=CC=CC=2)C2C=CC=CC=2)[P](C2C=CC=CC=2)(C2C=CC=CC=2)C2C=CC=CC=2)(C2C=CC=CC=2)C2C=CC=CC=2)=CC=1.O. The product is [CH2:21]([O:20][C:18]([C:2]1[N:7]=[N:6][C:5]([O:8][C:9]2[CH:14]=[CH:13][CH:12]=[CH:11][C:10]=2[CH3:15])=[C:4]([O:16][CH3:17])[CH:3]=1)=[CH2:19])[CH3:22]. The yield is 0.141. (2) The reactants are [CH2:1]([C:5]1[N:6]=[C:7]([CH3:27])[NH:8][C:9](=[O:26])[C:10]=1[CH2:11][C:12]1[CH:17]=[CH:16][C:15]([C:18]2[C:19]([C:24]#[N:25])=[CH:20][CH:21]=[CH:22][CH:23]=2)=[CH:14][CH:13]=1)[CH2:2][CH2:3][CH3:4].N(C(N1CCCCC1)=O)=NC(N1CCCCC1)=O.C(P(CCCC)CCCC)CCC.[CH3:59][N:60]1[C:64]([CH3:65])=[CH:63][C:62]([CH2:66]O)=[N:61]1. The catalyst is C(OCC)(=O)C.O1CCCC1. The product is [CH2:1]([C:5]1[N:6]=[C:7]([CH3:27])[N:8]([CH2:66][C:62]2[CH:63]=[C:64]([CH3:65])[N:60]([CH3:59])[N:61]=2)[C:9](=[O:26])[C:10]=1[CH2:11][C:12]1[CH:17]=[CH:16][C:15]([C:18]2[C:19]([C:24]#[N:25])=[CH:20][CH:21]=[CH:22][CH:23]=2)=[CH:14][CH:13]=1)[CH2:2][CH2:3][CH3:4]. The yield is 0.610.